This data is from Forward reaction prediction with 1.9M reactions from USPTO patents (1976-2016). The task is: Predict the product of the given reaction. (1) Given the reactants [CH2:1]=[CH:2][C:3]1[CH:8]=[CH:7][CH:6]=[CH:5][CH:4]=1.[CH:9]([C:11]1[CH:16]=[CH:15][CH:14]=[CH:13][N:12]=1)=[CH2:10], predict the reaction product. The product is: [CH2:1]=[CH:2][C:3]1[CH:8]=[CH:7][CH:6]=[CH:5][CH:4]=1.[CH:9]([C:11]1[CH:16]=[CH:15][CH:14]=[CH:13][N:12]=1)=[CH2:10]. (2) Given the reactants Cl[C:2]1[C:11]2[C:6](=[CH:7][C:8]([O:14][CH3:15])=[C:9]([O:12][CH3:13])[CH:10]=2)[N:5]=[CH:4][CH:3]=1.[OH:16][C:17]1[CH:30]=[C:29]([O:31][CH3:32])[CH:28]=[CH:27][C:18]=1[C:19]([C:21]1[CH:26]=[CH:25][CH:24]=[CH:23][CH:22]=1)=[O:20], predict the reaction product. The product is: [CH3:13][O:12][C:9]1[CH:10]=[C:11]2[C:6](=[CH:7][C:8]=1[O:14][CH3:15])[N:5]=[CH:4][CH:3]=[C:2]2[O:16][C:17]1[CH:30]=[C:29]([O:31][CH3:32])[CH:28]=[CH:27][C:18]=1[C:19]([C:21]1[CH:22]=[CH:23][CH:24]=[CH:25][CH:26]=1)=[O:20]. (3) Given the reactants [CH3:1][C:2]1[N:3]=[C:4]([C:12]2[CH:19]=[CH:18][C:15]([C:16]#[N:17])=[C:14]([NH:20][CH:21]3[CH2:26][CH2:25][O:24][CH2:23][CH2:22]3)[CH:13]=2)[N:5]2[CH2:10][CH2:9][CH2:8][C:7](=[O:11])[C:6]=12.O.C(OCC)(=[O:30])C, predict the reaction product. The product is: [CH3:1][C:2]1[N:3]=[C:4]([C:12]2[CH:19]=[CH:18][C:15]([C:16]([NH2:17])=[O:30])=[C:14]([NH:20][CH:21]3[CH2:26][CH2:25][O:24][CH2:23][CH2:22]3)[CH:13]=2)[N:5]2[CH2:10][CH2:9][CH2:8][C:7](=[O:11])[C:6]=12.